Dataset: Reaction yield outcomes from USPTO patents with 853,638 reactions. Task: Predict the reaction yield, written as a fraction of the theoretical maximum amount of product (1.0 means a 100% yield; for example, 0.34 means a 34% yield). (1) The reactants are [CH3:1][C:2]1[N:3]=[CH:4][N:5]([C:7]2[CH:14]=[CH:13][C:12]([N+:15]([O-:17])=[O:16])=[CH:11][C:8]=2[C:9]#[N:10])[CH:6]=1.[CH3:18][N+:19]([CH3:21])=[CH2:20].[I-]. The catalyst is CN(C=O)C. The product is [CH3:18][N:19]([CH2:21][C:6]1[N:5]([C:7]2[CH:14]=[CH:13][C:12]([N+:15]([O-:17])=[O:16])=[CH:11][C:8]=2[C:9]#[N:10])[CH:4]=[N:3][C:2]=1[CH3:1])[CH3:20]. The yield is 0.350. (2) The reactants are [Cl:1][C:2]1[CH:3]=[C:4]([C:8]2[O:12][C:11]([C:13]([O:15]CC)=O)=[N:10][CH:9]=2)[CH:5]=[CH:6][CH:7]=1.[NH2:18][C@@H:19]1[CH:24]2[CH2:25][CH2:26][N:21]([CH2:22][CH2:23]2)[CH2:20]1.O.[C:28]1([CH3:38])[CH:33]=[CH:32][C:31]([S:34]([OH:37])(=[O:36])=[O:35])=[CH:30][CH:29]=1. The catalyst is CCO. The product is [CH3:38][C:28]1[CH:29]=[CH:30][C:31]([S:34]([OH:37])(=[O:36])=[O:35])=[CH:32][CH:33]=1.[N:21]12[CH2:26][CH2:25][CH:24]([CH2:23][CH2:22]1)[C@@H:19]([NH:18][C:13]([C:11]1[O:12][C:8]([C:4]3[CH:5]=[CH:6][CH:7]=[C:2]([Cl:1])[CH:3]=3)=[CH:9][N:10]=1)=[O:15])[CH2:20]2. The yield is 0.650. (3) The reactants are [Cl:1][C:2]1[CH:3]=[C:4]([CH:6]=[C:7]([F:10])[C:8]=1[F:9])N.N([O-])=O.[Na+].[BrH:15]. The catalyst is O.[Cu]Br. The product is [Br:15][C:4]1[CH:6]=[C:7]([F:10])[C:8]([F:9])=[C:2]([Cl:1])[CH:3]=1. The yield is 0.683. (4) The reactants are [Cl:1][C:2]1[CH:3]=[C:4]([CH:6]=[C:7]([Cl:16])[C:8]=1[S:9][C:10]1[CH:15]=[CH:14][CH:13]=[CH:12][CH:11]=1)[NH2:5].[C:17](N1C=CN=C1)(N1C=CN=C1)=[S:18]. The catalyst is ClCCl. The product is [Cl:1][C:2]1[CH:3]=[C:4]([N:5]=[C:17]=[S:18])[CH:6]=[C:7]([Cl:16])[C:8]=1[S:9][C:10]1[CH:15]=[CH:14][CH:13]=[CH:12][CH:11]=1. The yield is 0.770.